The task is: Predict which catalyst facilitates the given reaction.. This data is from Catalyst prediction with 721,799 reactions and 888 catalyst types from USPTO. (1) Reactant: [CH3:1][O:2][C:3]([C:5]1[C:10]([NH:11][C:12]2[CH:17]=[CH:16][CH:15]=[CH:14][C:13]=2[F:18])=[C:9]([F:19])[C:8]([Cl:20])=[C:7]([C:21]#[C:22][Si](C)(C)C)[N:6]=1)=[O:4].[OH:27]S(O)(=O)=O. Product: [CH3:1][O:2][C:3]([C:5]1[C:10]([NH:11][C:12]2[CH:17]=[CH:16][CH:15]=[CH:14][C:13]=2[F:18])=[C:9]([F:19])[C:8]([Cl:20])=[C:7]([C:21](=[O:27])[CH3:22])[N:6]=1)=[O:4]. The catalyst class is: 95. (2) Reactant: Cl[C:2]1[N:7]=[C:6]([NH:8][CH:9]2[CH2:23][CH:12]3[CH2:13][N:14]([C:16]([O:18][C:19]([CH3:22])([CH3:21])[CH3:20])=[O:17])[CH2:15][CH:11]3[CH2:10]2)[C:5]([Cl:24])=[CH:4][N:3]=1.[CH3:25][N:26]1[CH:30]=[C:29]([NH2:31])[N:28]=[CH:27]1.C1C=CC(P(C2C(C3C(P(C4C=CC=CC=4)C4C=CC=CC=4)=CC=C4C=3C=CC=C4)=C3C(C=CC=C3)=CC=2)C2C=CC=CC=2)=CC=1.C([O-])([O-])=O.[Cs+].[Cs+]. Product: [Cl:24][C:5]1[C:6]([NH:8][CH:9]2[CH2:23][CH:12]3[CH2:13][N:14]([C:16]([O:18][C:19]([CH3:22])([CH3:21])[CH3:20])=[O:17])[CH2:15][CH:11]3[CH2:10]2)=[N:7][C:2]([NH:31][C:29]2[N:28]=[CH:27][N:26]([CH3:25])[CH:30]=2)=[N:3][CH:4]=1. The catalyst class is: 231. (3) Reactant: [O:1]1[CH2:6][CH2:5][CH2:4][CH2:3][CH:2]1[O:7][C:8]1[CH:13]=[CH:12][C:11]([Mg]Br)=[CH:10][CH:9]=1.[CH3:16][N:17]1[CH:21]=[CH:20][N:19]=[C:18]1[CH:22]=[O:23]. Product: [CH3:16][N:17]1[CH:21]=[CH:20][N:19]=[C:18]1[CH:22]([C:11]1[CH:12]=[CH:13][C:8]([O:7][CH:2]2[CH2:3][CH2:4][CH2:5][CH2:6][O:1]2)=[CH:9][CH:10]=1)[OH:23]. The catalyst class is: 1. (4) Reactant: [F:1][C:2]1[CH:3]=[C:4]([CH2:8][CH2:9][NH:10][C:11]([CH:13]2[CH2:18][CH2:17][CH2:16][CH2:15][C:14]2=O)=[O:12])[CH:5]=[CH:6][CH:7]=1.[NH3:20].[Al+3].[Cl-].[Cl-].[Cl-]. Product: [NH2:20][C:14]1[CH2:15][CH2:16][CH2:17][CH2:18][C:13]=1[C:11]([NH:10][CH2:9][CH2:8][C:4]1[CH:5]=[CH:6][CH:7]=[C:2]([F:1])[CH:3]=1)=[O:12]. The catalyst class is: 385.